Dataset: hERG potassium channel inhibition data for cardiac toxicity prediction from Karim et al.. Task: Regression/Classification. Given a drug SMILES string, predict its toxicity properties. Task type varies by dataset: regression for continuous values (e.g., LD50, hERG inhibition percentage) or binary classification for toxic/non-toxic outcomes (e.g., AMES mutagenicity, cardiotoxicity, hepatotoxicity). Dataset: herg_karim. (1) The molecule is COCc1ccc2c3nc(N4CCC[C@@H](N)C4)n(Cc4ccccc4Cl)c3c(=O)n(C)c2c1. The result is 1 (blocker). (2) The molecule is CC(C(O)c1ccc2c(c1)CCC(=O)N2)N1CCC(O)(c2ccc(F)cc2)CC1. The result is 1 (blocker). (3) The compound is COc1ccc2c(c1)CC(C(=O)NC1CCN(Cc3ccc4c(c3)OCO4)CC1)=CC2=O. The result is 0 (non-blocker). (4) The drug is CN1CCN(c2ccc(Nc3ncc4c(=O)n(-c5c(Cl)cccc5Cl)ccc4n3)cc2CO)CC1. The result is 1 (blocker). (5) The compound is COc1cc(N2CCN(C(C)=O)CC2)ccc1Nc1ncc(Cl)c(-c2cnc3ccccn23)n1. The result is 0 (non-blocker).